From a dataset of Reaction yield outcomes from USPTO patents with 853,638 reactions. Predict the reaction yield, written as a fraction of the theoretical maximum amount of product (1.0 means a 100% yield; for example, 0.34 means a 34% yield). (1) The reactants are Cl[C:2]1[CH:9]=[CH:8][C:5]([C:6]#[N:7])=[C:4]([O:10][CH2:11][CH2:12][O:13][CH:14]2[CH2:19][CH2:18][CH2:17][CH2:16][O:15]2)[N:3]=1.[Br:20][C:21]1[CH:28]=[CH:27][C:26]([OH:29])=[CH:25][C:22]=1[CH:23]=[O:24].C(=O)([O-])[O-].[K+].[K+]. The catalyst is CN(C=O)C. The product is [Br:20][C:21]1[CH:28]=[CH:27][C:26]([O:29][C:2]2[CH:9]=[CH:8][C:5]([C:6]#[N:7])=[C:4]([O:10][CH2:11][CH2:12][O:13][CH:14]3[CH2:19][CH2:18][CH2:17][CH2:16][O:15]3)[N:3]=2)=[CH:25][C:22]=1[CH:23]=[O:24]. The yield is 0.710. (2) The reactants are [OH:1][CH2:2][C:3]1[CH:4]=[C:5]([C:9]2[CH:10]=[C:11]([C:21](O)=[O:22])[C:12]3[CH:17]=[N:16][N:15]([CH:18]([CH3:20])[CH3:19])[C:13]=3[N:14]=2)[CH:6]=[CH:7][CH:8]=1.[NH2:24][CH2:25][C:26]1[C:27](=[O:34])[NH:28][C:29]([CH3:33])=[CH:30][C:31]=1[CH3:32].C1CN([P+](ON2N=NC3C=CC=CC2=3)(N2CCCC2)N2CCCC2)CC1.F[P-](F)(F)(F)(F)F.C([O-])(O)=O.[Na+]. The catalyst is CS(C)=O.CO.C(Cl)Cl. The product is [CH3:32][C:31]1[CH:30]=[C:29]([CH3:33])[NH:28][C:27](=[O:34])[C:26]=1[CH2:25][NH:24][C:21]([C:11]1[C:12]2[CH:17]=[N:16][N:15]([CH:18]([CH3:20])[CH3:19])[C:13]=2[N:14]=[C:9]([C:5]2[CH:6]=[CH:7][CH:8]=[C:3]([CH2:2][OH:1])[CH:4]=2)[CH:10]=1)=[O:22]. The yield is 0.814.